This data is from Reaction yield outcomes from USPTO patents with 853,638 reactions. The task is: Predict the reaction yield, written as a fraction of the theoretical maximum amount of product (1.0 means a 100% yield; for example, 0.34 means a 34% yield). The reactants are [CH:1]1([C:4]([C:6]2[CH:11]=[CH:10][C:9]([CH2:12][C:13](OCC)=O)=[CH:8][CH:7]=2)=[O:5])[CH2:3][CH2:2]1.C(O[C:21](=[O:25])[O:22][CH2:23][CH3:24])C.C[Si]([N-][Si](C)(C)C)(C)C.[Na+].IC. The catalyst is O1CCCC1.C(OCC)(=O)C.O. The product is [CH:1]1([C:4]([C:6]2[CH:7]=[CH:8][C:9]([CH2:12][CH:13]([C:21]([O:22][CH2:23][CH3:24])=[O:25])[C:21]([O:22][CH2:23][CH3:24])=[O:25])=[CH:10][CH:11]=2)=[O:5])[CH2:2][CH2:3]1. The yield is 0.170.